Dataset: Forward reaction prediction with 1.9M reactions from USPTO patents (1976-2016). Task: Predict the product of the given reaction. (1) Given the reactants [C@@H]1(O[C@H](CO)[C@H](O)[C@@H](O)C=O)O[C@H](CO)[C@H](O)[C@H](O)[C@H]1O.[O:22]([C:34]1[CH:39]=[CH:38][CH:37]=[CH:36][C:35]=1[N+:40]([O-:42])=[O:41])[C@@H]1O[C@H](CO)[C@H](O)[C@H](O)[C@H]1O.O=C[C@@H]([C@H]([C@@H](CO)O)O)O.OP([O-])(O)=O.[K+].OP([O-])([O-])=O.[K+].[K+].[Mg+2].[Cl-].[Cl-].SC(O)C, predict the reaction product. The product is: [N+:40]([C:35]1[CH:36]=[CH:37][CH:38]=[CH:39][C:34]=1[OH:22])([O-:42])=[O:41]. (2) Given the reactants [CH3:1][N:2]1[CH:7]=[CH:6][C:5](=[O:8])[NH:4][C:3]1=[O:9].[C:10]([O:14][C:15]([NH:17][C@H:18]([C:29]([O:31][CH3:32])=[O:30])[CH2:19][C:20]1[N:25]=[CH:24][C:23](B(O)O)=[CH:22][CH:21]=1)=[O:16])([CH3:13])([CH3:12])[CH3:11].C(N(CC)CC)C, predict the reaction product. The product is: [C:10]([O:14][C:15]([NH:17][C@H:18]([C:29]([O:31][CH3:32])=[O:30])[CH2:19][C:20]1[CH:21]=[CH:22][C:23]([N:4]2[C:5](=[O:8])[CH:6]=[CH:7][N:2]([CH3:1])[C:3]2=[O:9])=[CH:24][N:25]=1)=[O:16])([CH3:12])([CH3:13])[CH3:11]. (3) Given the reactants Cl.[S:2]1[CH:6]=[CH:5][CH:4]=[C:3]1[S:7]([N:10]1[CH2:15][CH2:14][NH:13][CH2:12][CH2:11]1)(=[O:9])=[O:8].CC(C)([O-])C.[Na+].C1(P(C2CCCCC2)C2C=CC=CC=2C2C(OC(C)C)=CC=CC=2OC(C)C)CCCCC1.Br[C:56]1[CH:61]=[CH:60][C:59]([C:62]([OH:68])([CH3:67])[C:63]([F:66])([F:65])[F:64])=[CH:58][CH:57]=1, predict the reaction product. The product is: [F:64][C:63]([F:65])([F:66])[C:62]([C:59]1[CH:58]=[CH:57][C:56]([N:13]2[CH2:12][CH2:11][N:10]([S:7]([C:3]3[S:2][CH:6]=[CH:5][CH:4]=3)(=[O:9])=[O:8])[CH2:15][CH2:14]2)=[CH:61][CH:60]=1)([OH:68])[CH3:67]. (4) Given the reactants [NH:1]1[C:10]2[C:5](=CC=CN=2)[CH:4]=[CH:3][C:2]1=[O:11].[N:12]1C(C)=C[CH:15]=[CH:14][C:13]=1C.[S:20]([O:27]S(C(F)(F)F)(=O)=O)([C:23]([F:26])([F:25])[F:24])(=[O:22])=[O:21].Cl[CH2:36]Cl, predict the reaction product. The product is: [CH3:36][O:11][C:2]1[N:1]=[C:10]2[C:5](=[CH:4][CH:3]=1)[N:12]=[CH:13][CH:14]=[C:15]2[O:27][S:20]([C:23]([F:26])([F:25])[F:24])(=[O:22])=[O:21]. (5) Given the reactants [C:1]([O:5][C:6]([N:8]1[C@H:13]([C:14]([OH:16])=O)[C@H:12]2[CH2:17][C@@H:9]1[C@H:10]([OH:18])[CH2:11]2)=[O:7])([CH3:4])([CH3:3])[CH3:2].[NH:19]1[CH2:23][CH2:22][CH2:21][C@H:20]1[C:24]([NH2:26])=[O:25].O.ON1C2C=CC=CC=2N=N1.Cl.CN(C)CCCN=C=NCC.C(N(C(C)C)CC)(C)C, predict the reaction product. The product is: [NH2:26][C:24]([C@@H:20]1[CH2:21][CH2:22][CH2:23][N:19]1[C:14]([C@@H:13]1[C@H:12]2[CH2:17][C@H:9]([C@H:10]([OH:18])[CH2:11]2)[N:8]1[C:6]([O:5][C:1]([CH3:2])([CH3:3])[CH3:4])=[O:7])=[O:16])=[O:25]. (6) Given the reactants ClC1C=C(C=CC=1)C(OO)=[O:6].[CH3:12][C:13]([CH3:42])([CH3:41])[CH:14]([C:29]1[CH:34]=[CH:33][C:32]([C:35]2[O:39][C:38]([NH2:40])=[N:37][N:36]=2)=[CH:31][CH:30]=1)[C:15]1[CH:20]=[CH:19][C:18]([O:21][CH2:22][C:23]2[CH:28]=[CH:27][CH:26]=[CH:25][N:24]=2)=[CH:17][CH:16]=1.C(=O)(O)[O-].[Na+], predict the reaction product. The product is: [CH3:12][C:13]([CH3:42])([CH3:41])[CH:14]([C:29]1[CH:34]=[CH:33][C:32]([C:35]2[O:39][C:38]([NH2:40])=[N:37][N:36]=2)=[CH:31][CH:30]=1)[C:15]1[CH:16]=[CH:17][C:18]([O:21][CH2:22][C:23]2[CH:28]=[CH:27][CH:26]=[CH:25][N+:24]=2[O-:6])=[CH:19][CH:20]=1.